From a dataset of Reaction yield outcomes from USPTO patents with 853,638 reactions. Predict the reaction yield, written as a fraction of the theoretical maximum amount of product (1.0 means a 100% yield; for example, 0.34 means a 34% yield). (1) The reactants are [Cl:1][C:2]1[CH:7]=[CH:6][C:5](/[CH:8]=[C:9](/[S:11]([NH:14][C:15]2[CH:20]=[C:19]([F:21])[CH:18]=[CH:17][C:16]=2[S:22]([NH2:25])(=[O:24])=[O:23])(=[O:13])=[O:12])\[CH3:10])=[CH:4][CH:3]=1. The catalyst is C(OCC)(=O)C. The product is [Cl:1][C:2]1[CH:7]=[CH:6][C:5]([CH2:8][CH:9]([S:11]([NH:14][C:15]2[CH:20]=[C:19]([F:21])[CH:18]=[CH:17][C:16]=2[S:22]([NH2:25])(=[O:24])=[O:23])(=[O:12])=[O:13])[CH3:10])=[CH:4][CH:3]=1. The yield is 0.380. (2) The reactants are [C:1](=[O:3])=O.[NH2:4][CH2:5][CH2:6][CH2:7][CH2:8][OH:9].[CH2:10]1[CH2:14][O:13][CH2:12][CH2:11]1. No catalyst specified. The product is [OH:9][CH2:8][CH2:7][CH2:6][CH2:5][NH:4][C:1](=[O:3])[C:6]1[CH:5]=[CH:11][C:12]([O:13][CH2:14][CH3:10])=[CH:8][CH:7]=1. The yield is 0.877. (3) The reactants are [F:1][C:2]1[CH:3]=[C:4]2[C:9](=[CH:10][CH:11]=1)[N:8]=[C:7]([O:12][CH3:13])[C:6]([NH:14][C:15](=[O:19])OCC)=[N:5]2.[N:20]1[CH:25]=[CH:24][CH:23]=[CH:22][C:21]=1[N:26]1[CH2:31][CH2:30][NH:29][CH2:28][CH2:27]1. No catalyst specified. The product is [F:1][C:2]1[CH:3]=[C:4]2[C:9](=[CH:10][CH:11]=1)[N:8]=[C:7]([O:12][CH3:13])[C:6]([NH:14][C:15]([N:29]1[CH2:30][CH2:31][N:26]([C:21]3[CH:22]=[CH:23][CH:24]=[CH:25][N:20]=3)[CH2:27][CH2:28]1)=[O:19])=[N:5]2. The yield is 0.790. (4) The reactants are C([NH:5][S:6]([C:9]1[S:13][C:12]([C:14]2[N:15]=[CH:16][N:17]([C:19]3[CH:24]=[C:23]([C:25]([F:28])([F:27])[F:26])[CH:22]=[C:21]([C:29]4[CH:34]=[CH:33][C:32]([C:35]([F:38])([F:37])[F:36])=[CH:31][CH:30]=4)[N:20]=3)[CH:18]=2)=[N:11][C:10]=1[CH3:39])(=[O:8])=[O:7])(C)(C)C.C(O)(C(F)(F)F)=O. The catalyst is ClCCl. The product is [CH3:39][C:10]1[N:11]=[C:12]([C:14]2[N:15]=[CH:16][N:17]([C:19]3[CH:24]=[C:23]([C:25]([F:28])([F:27])[F:26])[CH:22]=[C:21]([C:29]4[CH:30]=[CH:31][C:32]([C:35]([F:37])([F:36])[F:38])=[CH:33][CH:34]=4)[N:20]=3)[CH:18]=2)[S:13][C:9]=1[S:6]([NH2:5])(=[O:8])=[O:7]. The yield is 0.990. (5) The reactants are [CH2:1]([O:4][C@H:5]1[CH2:30][CH2:29][C@@:28]2([CH3:31])[CH:7]([CH2:8][CH2:9][C@@H:10]3[C@@H:27]2[CH2:26][CH2:25][C@@:24]2([CH3:32])[C@H:11]3[CH2:12][CH2:13][C@@H:14]2[C@H:15]([CH3:23])[CH2:16][CH2:17][CH2:18][CH:19]([CH3:22])[CH2:20]O)[CH2:6]1)[C:2]#[CH:3].[C:33]([O:36][C@H:37]1[C@@H:42]([O:43][C:44](=[O:46])[CH3:45])[C@H:41]([O:47][C:48](=[O:50])[CH3:49])[C@@H:40]([CH2:51][O:52][C:53](=[O:55])[CH3:54])[O:39][C@@H:38]1[O:56][C@H:57]1[C@H:62]([O:63][C:64](=[O:66])[CH3:65])[C@@H:61]([CH2:67][O:68][C:69](=[O:71])[CH3:70])[O:60][C@H:59]([O:72][C@H:73]2[C@@H:85]([O:86][C:87](=[O:89])[CH3:88])[C@H:84]([O:90][C:91](=[O:93])[CH3:92])[C@@H:83]([CH2:94][O:95][C:96](=[O:98])[CH3:97])[O:82][C@@H:74]2[O:75][CH2:76][CH2:77][CH2:78][N:79]=[N+:80]=[N-:81])[C@H:58]1[O:99][C:100](=[O:102])[CH3:101])(=[O:35])[CH3:34].O=C1O[C@H]([C@H](CO)O)C([O-])=C1O.[Na+].[N-]=[N+]=[N-]. The catalyst is C(Cl)Cl.CC(O)(C)C.C(Cl)Cl.[O-]S([O-])(=O)=O.[Cu+2].CCOC(C)=O.C1(C)C=CC=CC=1. The product is [C:33]([O:36][C@H:37]1[C@@H:42]([O:43][C:44](=[O:46])[CH3:45])[C@H:41]([O:47][C:48](=[O:50])[CH3:49])[C@@H:40]([CH2:51][O:52][C:53](=[O:55])[CH3:54])[O:39][C@@H:38]1[O:56][C@H:57]1[C@H:62]([O:63][C:64](=[O:66])[CH3:65])[C@@H:61]([CH2:67][O:68][C:69](=[O:71])[CH3:70])[O:60][C@H:59]([O:72][C@H:73]2[C@@H:85]([O:86][C:87](=[O:89])[CH3:88])[C@H:84]([O:90][C:91](=[O:93])[CH3:92])[C@@H:83]([CH2:94][O:95][C:96](=[O:98])[CH3:97])[O:82][C@@H:74]2[O:75][CH2:76][CH2:77][CH2:78][N:79]2[CH:3]=[C:2]([CH2:1][O:4][CH:5]3[CH2:30][CH2:29][C@@:28]4([CH3:31])[CH:7]([CH2:8][CH2:9][C@@H:10]5[C@@H:27]4[CH2:26][CH2:25][C@@:24]4([CH3:32])[C@H:11]5[CH2:12][CH2:13][C@@H:14]4[C@H:15]([CH3:23])[CH2:16][CH2:17][CH2:18][CH:19]([CH3:20])[CH3:22])[CH2:6]3)[N:81]=[N:80]2)[C@H:58]1[O:99][C:100](=[O:102])[CH3:101])(=[O:35])[CH3:34]. The yield is 0.810.